This data is from NCI-60 drug combinations with 297,098 pairs across 59 cell lines. The task is: Regression. Given two drug SMILES strings and cell line genomic features, predict the synergy score measuring deviation from expected non-interaction effect. (1) Drug 1: CN(C)N=NC1=C(NC=N1)C(=O)N. Drug 2: CC(C)(C#N)C1=CC(=CC(=C1)CN2C=NC=N2)C(C)(C)C#N. Cell line: SF-539. Synergy scores: CSS=3.30, Synergy_ZIP=-1.70, Synergy_Bliss=-2.52, Synergy_Loewe=-0.277, Synergy_HSA=-1.30. (2) Drug 2: CC1=C(C(=CC=C1)Cl)NC(=O)C2=CN=C(S2)NC3=CC(=NC(=N3)C)N4CCN(CC4)CCO. Drug 1: C1CN1P(=S)(N2CC2)N3CC3. Cell line: OVCAR-5. Synergy scores: CSS=8.66, Synergy_ZIP=-2.67, Synergy_Bliss=3.18, Synergy_Loewe=1.49, Synergy_HSA=1.58. (3) Drug 1: CC1=CC=C(C=C1)C2=CC(=NN2C3=CC=C(C=C3)S(=O)(=O)N)C(F)(F)F. Drug 2: C1C(C(OC1N2C=C(C(=O)NC2=O)F)CO)O. Cell line: MDA-MB-231. Synergy scores: CSS=18.0, Synergy_ZIP=3.13, Synergy_Bliss=5.86, Synergy_Loewe=4.43, Synergy_HSA=8.38. (4) Drug 1: C1=CC(=CC=C1CC(C(=O)O)N)N(CCCl)CCCl.Cl. Drug 2: CC(C)CN1C=NC2=C1C3=CC=CC=C3N=C2N. Cell line: EKVX. Synergy scores: CSS=-2.05, Synergy_ZIP=0.526, Synergy_Bliss=-0.396, Synergy_Loewe=-2.66, Synergy_HSA=-2.78. (5) Drug 1: CCC(=C(C1=CC=CC=C1)C2=CC=C(C=C2)OCCN(C)C)C3=CC=CC=C3.C(C(=O)O)C(CC(=O)O)(C(=O)O)O. Drug 2: CC12CCC3C(C1CCC2O)C(CC4=C3C=CC(=C4)O)CCCCCCCCCS(=O)CCCC(C(F)(F)F)(F)F. Cell line: SF-295. Synergy scores: CSS=2.38, Synergy_ZIP=-1.22, Synergy_Bliss=-0.525, Synergy_Loewe=-1.50, Synergy_HSA=-1.42. (6) Cell line: RPMI-8226. Drug 2: CS(=O)(=O)OCCCCOS(=O)(=O)C. Synergy scores: CSS=22.6, Synergy_ZIP=1.19, Synergy_Bliss=0.578, Synergy_Loewe=17.0, Synergy_HSA=6.56. Drug 1: C1=CC(=CC=C1C#N)C(C2=CC=C(C=C2)C#N)N3C=NC=N3. (7) Drug 1: CS(=O)(=O)C1=CC(=C(C=C1)C(=O)NC2=CC(=C(C=C2)Cl)C3=CC=CC=N3)Cl. Drug 2: CN(C)C1=NC(=NC(=N1)N(C)C)N(C)C. Cell line: SK-MEL-28. Synergy scores: CSS=-6.97, Synergy_ZIP=4.80, Synergy_Bliss=1.41, Synergy_Loewe=-7.21, Synergy_HSA=-6.44. (8) Drug 1: CC1=C(C(CCC1)(C)C)C=CC(=CC=CC(=CC(=O)O)C)C. Drug 2: C1CN1C2=NC(=NC(=N2)N3CC3)N4CC4. Cell line: EKVX. Synergy scores: CSS=12.7, Synergy_ZIP=-3.21, Synergy_Bliss=1.79, Synergy_Loewe=0.828, Synergy_HSA=3.14.